Task: Predict the reactants needed to synthesize the given product.. Dataset: Full USPTO retrosynthesis dataset with 1.9M reactions from patents (1976-2016) (1) Given the product [Cl:14][C:15]1[CH:16]=[C:17]([N+:23]([O-:25])=[O:24])[CH:18]=[C:19]([Cl:22])[C:12]=1[CH2:11][C:3]1[CH:2]=[N:1][C:10]2[C:5]([CH:4]=1)=[CH:6][CH:7]=[CH:8][CH:9]=2, predict the reactants needed to synthesize it. The reactants are: [N:1]1[C:10]2[C:5](=[CH:6][CH:7]=[CH:8][CH:9]=2)[CH:4]=[C:3]([CH2:11][C:12]#N)[CH:2]=1.[Cl:14][C:15]1[CH:16]=[C:17]([N+:23]([O-:25])=[O:24])[CH:18]=[C:19]([Cl:22])C=1Cl.[H-].[Na+]. (2) Given the product [F:30][C:27]1[CH:28]=[CH:29][C:22]([O:14][C:10]2[CH:9]=[C:8]3[C:13](=[CH:12][CH:11]=2)[N:5]([CH2:1][CH:2]([CH3:4])[CH3:3])[N:6]=[CH:7]3)=[C:23]([CH:26]=1)[C:24]#[N:25], predict the reactants needed to synthesize it. The reactants are: [CH2:1]([N:5]1[C:13]2[C:8](=[CH:9][C:10]([OH:14])=[CH:11][CH:12]=2)[CH:7]=[N:6]1)[CH:2]([CH3:4])[CH3:3].C([O-])([O-])=O.[K+].[K+].F[C:22]1[CH:29]=[CH:28][C:27]([F:30])=[CH:26][C:23]=1[C:24]#[N:25]. (3) Given the product [CH:1]1([NH:6][C:21]([C:20]2[CH:24]=[CH:25][N:26]=[CH:27][C:19]=2[NH:18][C:16]([C:14]2[C:13]([NH:28][C:29]3[CH:30]=[N:31][CH:32]=[N:33][CH:34]=3)=[CH:12][CH:11]=[C:10]([CH:7]3[CH2:9][CH2:8]3)[N:15]=2)=[O:17])=[O:22])[CH2:5][CH2:4][CH2:3][CH2:2]1, predict the reactants needed to synthesize it. The reactants are: [CH:1]1([NH2:6])[CH2:5][CH2:4][CH2:3][CH2:2]1.[CH:7]1([C:10]2[N:15]=[C:14]([C:16]([NH:18][C:19]3[CH:27]=[N:26][CH:25]=[CH:24][C:20]=3[C:21](O)=[O:22])=[O:17])[C:13]([NH:28][C:29]3[CH:30]=[N:31][CH:32]=[N:33][CH:34]=3)=[CH:12][CH:11]=2)[CH2:9][CH2:8]1. (4) Given the product [Cl:1][C:2]1[C:7]([C:8]#[CH:9])=[C:6](/[N:10]=[N:11]/[N:12]([CH2:15][CH3:16])[CH2:13][CH3:14])[C:5]([C:17]2[CH:22]=[CH:21][CH:20]=[C:19]([F:23])[CH:18]=2)=[C:4]([C:24](=[O:25])[CH3:30])[CH:3]=1, predict the reactants needed to synthesize it. The reactants are: [Cl:1][C:2]1[CH:3]=[C:4]([C:24](N(OC)C)=[O:25])[C:5]([C:17]2[CH:22]=[CH:21][CH:20]=[C:19]([F:23])[CH:18]=2)=[C:6](/[N:10]=[N:11]/[N:12]([CH2:15][CH3:16])[CH2:13][CH3:14])[C:7]=1[C:8]#[CH:9].[CH3:30][Mg]Cl.Cl. (5) Given the product [C:1]1([C:11]2[N:12]=[N:13][S:14][C:15]=2[S:16][CH2:17][C:18]([OH:20])=[O:19])[C:10]2[C:5](=[CH:6][CH:7]=[CH:8][CH:9]=2)[CH:4]=[CH:3][CH:2]=1, predict the reactants needed to synthesize it. The reactants are: [C:1]1([C:11]2[N:12]=[N:13][S:14][C:15]=2[S:16][CH2:17][C:18]([O:20]C)=[O:19])[C:10]2[C:5](=[CH:6][CH:7]=[CH:8][CH:9]=2)[CH:4]=[CH:3][CH:2]=1.[OH-].[Na+]. (6) Given the product [F:1][C@@H:2]([CH3:11])[CH2:3][O:4][CH:5]1[CH2:6][CH2:7][NH:8][CH2:9][CH2:10]1, predict the reactants needed to synthesize it. The reactants are: [F:1][C@@H:2]([CH3:11])[CH2:3][O:4][C:5]1[CH:10]=[CH:9][N:8]=[CH:7][CH:6]=1.C(O)(=O)C. (7) Given the product [N:1]12[CH2:9][CH2:8][CH:5]([CH2:6][CH2:7]1)[NH:4][CH2:3][CH2:2]2, predict the reactants needed to synthesize it. The reactants are: [N:1]12[CH2:9][CH2:8][CH:5]([CH2:6][CH2:7]1)[NH:4][C:3](=O)[CH2:2]2.[H-].[Al+3].[Li+].[H-].[H-].[H-].O.